From a dataset of Reaction yield outcomes from USPTO patents with 853,638 reactions. Predict the reaction yield, written as a fraction of the theoretical maximum amount of product (1.0 means a 100% yield; for example, 0.34 means a 34% yield). (1) The reactants are [Br:1][C:2]1[C:3]([CH2:24][OH:25])=[C:4]([N:8]2[C:14](=[O:15])[C:13]3[C:16]([F:23])=[CH:17][C:18]([CH:20]4[CH2:22][CH2:21]4)=[CH:19][C:12]=3[O:11][CH2:10][CH2:9]2)[CH:5]=[CH:6][CH:7]=1.[C:26](Cl)(=[O:28])[CH3:27]. The catalyst is ClCCl.O. The product is [C:26]([O:25][CH2:24][C:3]1[C:4]([N:8]2[C:14](=[O:15])[C:13]3[C:16]([F:23])=[CH:17][C:18]([CH:20]4[CH2:21][CH2:22]4)=[CH:19][C:12]=3[O:11][CH2:10][CH2:9]2)=[CH:5][CH:6]=[CH:7][C:2]=1[Br:1])(=[O:28])[CH3:27]. The yield is 0.930. (2) The reactants are [NH2:1][CH:2]([CH2:8][CH2:9][CH2:10][CH2:11][B:12]1[O:16][C:15]([CH3:18])([CH3:17])[C:14]([CH3:20])([CH3:19])[O:13]1)[C:3]([O:5][CH2:6][CH3:7])=[O:4].[Cl:21][C:22]1[CH:29]=[CH:28][C:25]([CH:26]=O)=[CH:24][CH:23]=1.C(O[BH-](OC(=O)C)OC(=O)C)(=O)C.[Na+]. The catalyst is ClCCCl.C(OCC)(=O)C. The product is [Cl:21][C:22]1[CH:29]=[CH:28][C:25]([CH2:26][NH:1][CH:2]([CH2:8][CH2:9][CH2:10][CH2:11][B:12]2[O:16][C:15]([CH3:18])([CH3:17])[C:14]([CH3:19])([CH3:20])[O:13]2)[C:3]([O:5][CH2:6][CH3:7])=[O:4])=[CH:24][CH:23]=1. The yield is 0.340. (3) The reactants are Cl[C:2]1[C:7]([CH:8]=[O:9])=[CH:6][N:5]=[C:4]([NH:10][C:11](=[O:13])[CH3:12])[CH:3]=1.[Cl:14][C:15]1[CH:20]=[CH:19][C:18](B2OC(C)(C)C(C)(C)O2)=[C:17]([F:30])[C:16]=1[O:31][CH3:32].C(=O)([O-])[O-].[Cs+].[Cs+]. The catalyst is O1CCOCC1.O.C1C=CC([P]([Pd]([P](C2C=CC=CC=2)(C2C=CC=CC=2)C2C=CC=CC=2)([P](C2C=CC=CC=2)(C2C=CC=CC=2)C2C=CC=CC=2)[P](C2C=CC=CC=2)(C2C=CC=CC=2)C2C=CC=CC=2)(C2C=CC=CC=2)C2C=CC=CC=2)=CC=1. The product is [Cl:14][C:15]1[CH:20]=[CH:19][C:18]([C:2]2[C:7]([CH:8]=[O:9])=[CH:6][N:5]=[C:4]([NH:10][C:11](=[O:13])[CH3:12])[CH:3]=2)=[C:17]([F:30])[C:16]=1[O:31][CH3:32]. The yield is 0.340. (4) The reactants are [CH3:1][S:2]([O:5][C:6]1[CH:7]=[CH:8][C:9]2[O:14][C@@:13]([CH3:20])([CH:15]([O:18][CH3:19])[O:16][CH3:17])[C@H:12]3[O:21][C@H:11]3[C:10]=2[CH:22]=1)(=[O:4])=[O:3].[Cl:23][C:24]1[CH:29]=[CH:28][C:27]([NH:30][CH2:31][C:32]2[N:33]=[N:34][N:35]([CH3:37])[N:36]=2)=[CH:26][CH:25]=1. No catalyst specified. The product is [CH3:1][S:2]([O:5][C:6]1[CH:7]=[CH:8][C:9]2[O:14][C@@:13]([CH3:20])([CH:15]([O:16][CH3:17])[O:18][CH3:19])[C@@H:12]([OH:21])[C@H:11]([N:30]([C:27]3[CH:28]=[CH:29][C:24]([Cl:23])=[CH:25][CH:26]=3)[CH2:31][C:32]3[N:33]=[N:34][N:35]([CH3:37])[N:36]=3)[C:10]=2[CH:22]=1)(=[O:3])=[O:4]. The yield is 0.270.